From a dataset of Forward reaction prediction with 1.9M reactions from USPTO patents (1976-2016). Predict the product of the given reaction. (1) Given the reactants [F:1][C:2]1[CH:3]=[C:4]([CH:7]=[C:8]([F:11])[C:9]=1F)[C:5]#[N:6].[CH2:12]([OH:19])[C:13]1[CH:18]=[CH:17][CH:16]=[CH:15][CH:14]=1.[H-].[Na+].Cl, predict the reaction product. The product is: [CH2:12]([O:19][C:9]1[C:8]([F:11])=[CH:7][C:4]([C:5]#[N:6])=[CH:3][C:2]=1[F:1])[C:13]1[CH:18]=[CH:17][CH:16]=[CH:15][CH:14]=1. (2) Given the reactants [Cl:1][C:2]1[CH:7]=[C:6]([Cl:8])[CH:5]=[CH:4][C:3]=1[C:9]1[C:10]([N+:16]([O-:18])=[O:17])=[N:11][CH:12]=[C:13](Br)[N:14]=1.[NH2:19][CH2:20][CH2:21][NH:22][C:23]1[CH:28]=[CH:27][C:26]([N+:29]([O-:31])=[O:30])=[CH:25]N=1.[CH:32](N(C(C)C)CC)(C)C, predict the reaction product. The product is: [Cl:1][C:2]1[CH:7]=[C:6]([Cl:8])[CH:5]=[CH:4][C:3]=1[C:9]1[N:14]=[C:13]([NH:19][CH2:20][CH2:21][NH:22][C:23]2[CH:28]=[CH:27][C:26]([N+:29]([O-:31])=[O:30])=[CH:25][CH:32]=2)[CH:12]=[N:11][C:10]=1[N+:16]([O-:18])=[O:17]. (3) Given the reactants C(CNC(C1NC2[C:18](Cl)=[C:19]([Cl:21])[S:20]C=2C=1)=O)(=O)C1C=CC=CC=1.C1C=CC2N([OH:32])N=NC=2C=1.CC[N:35]([CH:39]([CH3:41])C)[CH:36]([CH3:38])[CH3:37].Cl.Cl.[N:44]1[CH:49]=[CH:48][CH:47]=[C:46]([CH:50]([NH2:58])[CH2:51][C:52]2[CH:57]=[CH:56][CH:55]=[CH:54][CH:53]=2)[CH:45]=1.CCN=C=NCCCN(C)C.Cl, predict the reaction product. The product is: [Cl:21][C:19]1[S:20][C:39]2[NH:35][C:36]([C:37](=[O:32])[NH:58][CH:50]([C:46]3[CH:45]=[N:44][CH:49]=[CH:48][CH:47]=3)[CH2:51][C:52]3[CH:53]=[CH:54][CH:55]=[CH:56][CH:57]=3)=[CH:38][C:41]=2[CH:18]=1.